This data is from Forward reaction prediction with 1.9M reactions from USPTO patents (1976-2016). The task is: Predict the product of the given reaction. The product is: [Br:15][C:16]1[C:17]([S:23][CH3:24])=[N:18][C:19]([NH:14][C:11]2[CH:12]=[CH:13][C:8]([NH:7][C:2]3[N:1]=[CH:6][CH:5]=[CH:4][N:3]=3)=[CH:9][CH:10]=2)=[N:20][CH:21]=1. Given the reactants [N:1]1[CH:6]=[CH:5][CH:4]=[N:3][C:2]=1[NH:7][C:8]1[CH:13]=[CH:12][C:11]([NH2:14])=[CH:10][CH:9]=1.[Br:15][C:16]1[C:17]([S:23][CH3:24])=[N:18][C:19](Cl)=[N:20][CH:21]=1, predict the reaction product.